From a dataset of Reaction yield outcomes from USPTO patents with 853,638 reactions. Predict the reaction yield, written as a fraction of the theoretical maximum amount of product (1.0 means a 100% yield; for example, 0.34 means a 34% yield). (1) No catalyst specified. The yield is 0.520. The reactants are [Br:1][C:2]1[CH:3]=[CH:4][C:5]([CH3:11])=[C:6]([CH:10]=1)[C:7]([OH:9])=[O:8].OS(O)(=O)=O.[N+:17]([O-])([OH:19])=[O:18]. The product is [Br:1][C:2]1[CH:3]=[C:4]([N+:17]([O-:19])=[O:18])[C:5]([CH3:11])=[C:6]([CH:10]=1)[C:7]([OH:9])=[O:8]. (2) The reactants are CCOP(OCC)([CH2:6][C:7]#[N:8])=O.[H-].[Na+].O=[C:15]1[CH2:19][N:18]([C:20]([O:22][C:23]([CH3:26])([CH3:25])[CH3:24])=[O:21])[C@H:17]([C:27]([O:29][CH3:30])=[O:28])[CH2:16]1.[Cl-].[NH4+]. The catalyst is C1COCC1.C(OCC)(=O)C. The product is [C:7]([CH:6]=[C:15]1[CH2:19][N:18]([C:20]([O:22][C:23]([CH3:26])([CH3:25])[CH3:24])=[O:21])[C@H:17]([C:27]([O:29][CH3:30])=[O:28])[CH2:16]1)#[N:8]. The yield is 0.800. (3) The reactants are Cl.[CH3:2][C:3]1([CH3:22])[CH2:11][C@H:10]([NH:12][C:13]2[C:18]([C:19]#[N:20])=[CH:17][N:16]=[C:15](Cl)[N:14]=2)[CH2:9][C@H:8]2[N:4]1[CH2:5][CH2:6][CH2:7]2.[NH2:23][C:24]1[C:25]([F:43])=[CH:26][C:27]([O:37][C:38]([CH3:42])([CH3:41])[CH2:39][OH:40])=[C:28]([N:30]2[C:34](=[O:35])[N:33]([CH3:36])[N:32]=[N:31]2)[CH:29]=1.C1C=CC(P(C2C(C3C(P(C4C=CC=CC=4)C4C=CC=CC=4)=CC=C4C=3C=CC=C4)=C3C(C=CC=C3)=CC=2)C2C=CC=CC=2)=CC=1.C([O-])([O-])=O.[Cs+].[Cs+]. The catalyst is CC([O-])=O.CC([O-])=O.[Pd+2].O1CCOCC1. The product is [NH3:4].[CH3:34][OH:35].[CH3:2][C:3]1([CH3:22])[CH2:11][C@H:10]([NH:12][C:13]2[C:18]([C:19]#[N:20])=[CH:17][N:16]=[C:15]([NH:23][C:24]3[CH:29]=[C:28]([N:30]4[C:34](=[O:35])[N:33]([CH3:36])[N:32]=[N:31]4)[C:27]([O:37][C:38]([CH3:41])([CH3:42])[CH2:39][OH:40])=[CH:26][C:25]=3[F:43])[N:14]=2)[CH2:9][C@H:8]2[N:4]1[CH2:5][CH2:6][CH2:7]2. The yield is 0.0100. (4) The reactants are [C:9](O[C:9]([O:11][C:12]([CH3:15])([CH3:14])[CH3:13])=[O:10])([O:11][C:12]([CH3:15])([CH3:14])[CH3:13])=[O:10].[NH2:16][CH:17]([C:21]1[CH:26]=[CH:25][C:24]([Cl:27])=[CH:23][CH:22]=1)[CH2:18][CH2:19][OH:20]. The catalyst is C(Cl)Cl. The product is [Cl:27][C:24]1[CH:23]=[CH:22][C:21]([CH:17]([NH:16][C:9](=[O:10])[O:11][C:12]([CH3:13])([CH3:14])[CH3:15])[CH2:18][CH2:19][OH:20])=[CH:26][CH:25]=1. The yield is 0.990. (5) The reactants are [OH-].[K+].[CH2:3]([O:10][C:11]1[CH:20]=[C:19]([O:21][CH2:22][C:23]2[CH:28]=[CH:27][CH:26]=[CH:25][CH:24]=2)[C:18]([C:29]([CH3:31])=[CH2:30])=[CH:17][C:12]=1[C:13]([O:15]C)=[O:14])[C:4]1[CH:9]=[CH:8][CH:7]=[CH:6][CH:5]=1. The catalyst is CO.O. The product is [CH2:3]([O:10][C:11]1[CH:20]=[C:19]([O:21][CH2:22][C:23]2[CH:28]=[CH:27][CH:26]=[CH:25][CH:24]=2)[C:18]([C:29]([CH3:31])=[CH2:30])=[CH:17][C:12]=1[C:13]([OH:15])=[O:14])[C:4]1[CH:5]=[CH:6][CH:7]=[CH:8][CH:9]=1. The yield is 0.950. (6) The reactants are [Cl:1][C:2]1[CH:3]=[C:4](B(O)O)[CH:5]=[CH:6][C:7]=1[C:8]([F:11])([F:10])[F:9].[C:15]([O:19][C:20](=[O:31])[NH:21][CH2:22][CH2:23][C:24]1[CH:29]=[CH:28][C:27]([OH:30])=[CH:26][CH:25]=1)([CH3:18])([CH3:17])[CH3:16].C(N(CC)CC)C.N1C=CC=CC=1. The catalyst is C(Cl)Cl.C([O-])(=O)C.[Cu+2].C([O-])(=O)C. The product is [C:15]([O:19][C:20](=[O:31])[NH:21][CH2:22][CH2:23][C:24]1[CH:29]=[CH:28][C:27]([O:30][C:4]2[CH:5]=[CH:6][C:7]([C:8]([F:11])([F:10])[F:9])=[C:2]([Cl:1])[CH:3]=2)=[CH:26][CH:25]=1)([CH3:18])([CH3:16])[CH3:17]. The yield is 0.340.